Task: Predict the reaction yield, written as a fraction of the theoretical maximum amount of product (1.0 means a 100% yield; for example, 0.34 means a 34% yield).. Dataset: Reaction yield outcomes from USPTO patents with 853,638 reactions (1) The reactants are [F:1][C:2]1[CH:3]=[C:4]([CH:8]=[CH:9][CH:10]=1)[C:5](O)=[O:6].CCN=C=NCCCN(C)C.Cl.[CH3:23][NH:24][O:25][CH3:26].Cl. The catalyst is C(Cl)Cl.O. The product is [F:1][C:2]1[CH:3]=[C:4]([CH:8]=[CH:9][CH:10]=1)[C:5]([N:24]([O:25][CH3:26])[CH3:23])=[O:6]. The yield is 0.610. (2) The reactants are CC1C=C(C)N=C(OCC(O)=O)N=1.C(N1CCC(NC)CC1)C1C=CC=CC=1.[CH2:29]([N:36]1[CH2:41][CH2:40][CH:39]([N:42]([CH3:55])[C:43](=[O:54])[CH2:44][O:45][C:46]2[N:51]=[C:50]([CH3:52])[CH:49]=[C:48]([CH3:53])[N:47]=2)[CH2:38][CH2:37]1)[C:30]1[CH:35]=[CH:34][CH:33]=[CH:32][CH:31]=1.[ClH:56].C(OCC)(=O)C. The catalyst is CO. The product is [CH2:29]([N:36]1[CH2:41][CH2:40][CH:39]([N:42]([CH3:55])[C:43](=[O:54])[CH2:44][O:45][C:46]2[N:51]=[C:50]([CH3:52])[CH:49]=[C:48]([CH3:53])[N:47]=2)[CH2:38][CH2:37]1)[C:30]1[CH:31]=[CH:32][CH:33]=[CH:34][CH:35]=1.[ClH:56].[CH2:29]([N:36]1[CH2:41][CH2:40][CH:39]([N:42]([CH3:55])[C:43](=[O:54])[CH2:44][O:45][C:46]2[N:51]=[C:50]([CH3:52])[CH:49]=[C:48]([CH3:53])[N:47]=2)[CH2:38][CH2:37]1)[C:30]1[CH:31]=[CH:32][CH:33]=[CH:34][CH:35]=1. The yield is 0.620. (3) The reactants are CS(O[CH2:6][CH2:7][N:8]1[C:12](=[O:13])[C:11]2[CH:14]=[C:15]([Br:17])[S:16][C:10]=2[C:9]1([CH3:19])[CH3:18])(=O)=O.[CH2:20]1[C:22]2([CH2:28][NH:27][CH2:26][CH2:25][O:24][CH2:23]2)[CH2:21]1. The catalyst is CN(C=O)C.CCOC(C)=O. The product is [Br:17][C:15]1[S:16][C:10]2[C:9]([CH3:19])([CH3:18])[N:8]([CH2:7][CH2:6][N:27]3[CH2:28][C:22]4([CH2:20][CH2:21]4)[CH2:23][O:24][CH2:25][CH2:26]3)[C:12](=[O:13])[C:11]=2[CH:14]=1. The yield is 0.850. (4) The product is [CH:2]([C:3]1[CH:12]=[CH:11][C:6]([C:7]([O:9][CH3:10])=[O:8])=[CH:5][C:4]=1[O:13][CH3:14])=[O:16]. The reactants are Br[CH2:2][C:3]1[CH:12]=[CH:11][C:6]([C:7]([O:9][CH3:10])=[O:8])=[CH:5][C:4]=1[O:13][CH3:14].C(=O)([O-])[OH:16].[Na+].O. The catalyst is CS(C)=O. The yield is 0.390. (5) The reactants are [O:1]=[C:2]1[N:7]=[CH:6][N:5]([C@H:8]2[CH2:13][CH2:12][C@H:11]([CH:14]=O)[CH2:10][CH2:9]2)[C:4]2[C:16]3[CH:22]=[CH:21][N:20]([CH2:23][O:24][CH2:25][CH2:26][Si:27]([CH3:30])([CH3:29])[CH3:28])[C:17]=3[N:18]=[CH:19][C:3]1=2.Cl.[Br:32][C:33]([F:37])([F:36])[CH2:34][NH2:35].C(O[BH-](OC(=O)C)OC(=O)C)(=O)C.[Na+].[Cl-].[NH4+]. The catalyst is C(Cl)(Cl)Cl.O. The product is [Br:32][C:33]([F:37])([F:36])[CH2:34][NH:35][CH2:14][C@H:11]1[CH2:10][CH2:9][C@H:8]([N:5]2[C:4]3[C:16]4[CH:22]=[CH:21][N:20]([CH2:23][O:24][CH2:25][CH2:26][Si:27]([CH3:28])([CH3:29])[CH3:30])[C:17]=4[N:18]=[CH:19][C:3]=3[C:2](=[O:1])[NH:7][CH2:6]2)[CH2:13][CH2:12]1. The yield is 0.350. (6) The reactants are [CH3:1][O:2][C:3]1[CH:8]=[CH:7][C:6]([CH2:9][CH2:10][CH2:11][N:12]2[CH:16]([C:17]3[CH:22]=[CH:21][C:20]([O:23][CH3:24])=[CH:19][CH:18]=3)[CH2:15][NH:14][C:13]2=[O:25])=[CH:5][CH:4]=1.[N:26]([O-])=O.[Na+]. The catalyst is C(O)(=O)C.O.[Zn]. The product is [NH2:26][N:14]1[CH2:15][CH:16]([C:17]2[CH:18]=[CH:19][C:20]([O:23][CH3:24])=[CH:21][CH:22]=2)[N:12]([CH2:11][CH2:10][CH2:9][C:6]2[CH:5]=[CH:4][C:3]([O:2][CH3:1])=[CH:8][CH:7]=2)[C:13]1=[O:25]. The yield is 1.00.